Dataset: Full USPTO retrosynthesis dataset with 1.9M reactions from patents (1976-2016). Task: Predict the reactants needed to synthesize the given product. (1) Given the product [Cl:14][C:5]1[C:6]([N:8]([CH3:13])[S:9]([CH3:12])(=[O:11])=[O:10])=[N:7][C:2]([NH:30][C@H:31]([C:33]2[N:38]=[CH:37][C:36]([F:39])=[CH:35][N:34]=2)[CH3:32])=[N:3][C:4]=1[NH:15][C:16]1[CH:20]=[C:19]([O:21][CH3:22])[NH:18][N:17]=1, predict the reactants needed to synthesize it. The reactants are: Cl[C:2]1[N:7]=[C:6]([N:8]([CH3:13])[S:9]([CH3:12])(=[O:11])=[O:10])[C:5]([Cl:14])=[C:4]([NH:15][C:16]2[CH:20]=[C:19]([O:21][CH3:22])[NH:18][N:17]=2)[N:3]=1.ClC1C(NC2C=C(OC)NN=2)=NC([NH:30][C@H:31]([C:33]2[N:38]=[CH:37][C:36]([F:39])=[CH:35][N:34]=2)[CH3:32])=NC=1.CCN(C(C)C)C(C)C. (2) Given the product [OH:1][C:2]1[CH:11]=[CH:10][CH:9]=[C:8]2[C:3]=1[CH2:4][CH2:5][CH2:6][N:7]2[CH2:13][CH2:12][CH2:18][S:15]([OH:17])(=[O:16])=[O:14], predict the reactants needed to synthesize it. The reactants are: [OH:1][C:2]1[CH:11]=[CH:10][CH:9]=[C:8]2[C:3]=1[CH2:4][CH2:5][CH2:6][NH:7]2.[CH2:12]1[CH2:18][S:15](=[O:17])(=[O:16])[O:14][CH2:13]1. (3) Given the product [CH2:1]([O:8][C:9]([N:11]1[CH2:15][CH2:14][C@H:13]2[N:16]([C:20](=[O:27])[C:21]3[CH:26]=[CH:25][CH:24]=[CH:23][CH:22]=3)[CH2:17][C:18](=[O:19])[C@@H:12]12)=[O:10])[C:2]1[CH:7]=[CH:6][CH:5]=[CH:4][CH:3]=1, predict the reactants needed to synthesize it. The reactants are: [CH2:1]([O:8][C:9]([N:11]1[CH2:15][CH2:14][C@H:13]2[N:16]([C:20](=[O:27])[C:21]3[CH:26]=[CH:25][CH:24]=[CH:23][CH:22]=3)[CH2:17][C@H:18]([OH:19])[C@@H:12]12)=[O:10])[C:2]1[CH:7]=[CH:6][CH:5]=[CH:4][CH:3]=1.CC(OI1(OC(C)=O)(OC(C)=O)OC(=O)C2C=CC=CC1=2)=O. (4) Given the product [NH2:41][C:27]1[N:28]=[C:29]([C:31]2[CH:40]=[C:39]3[C:34]([CH2:35][CH2:36][N:37]([C:15]([NH:14][C:11]4[CH:12]=[CH:13][C:8]([O:1][C:2]5[CH:3]=[CH:4][CH:5]=[CH:6][CH:7]=5)=[CH:9][CH:10]=4)=[O:16])[CH2:38]3)=[CH:33][CH:32]=2)[CH:30]=[C:25]([N:22]2[CH2:21][CH2:20][N:19]([CH3:18])[CH2:24][CH2:23]2)[N:26]=1, predict the reactants needed to synthesize it. The reactants are: [O:1]([C:8]1[CH:13]=[CH:12][C:11]([N:14]=[C:15]=[O:16])=[CH:10][CH:9]=1)[C:2]1[CH:7]=[CH:6][CH:5]=[CH:4][CH:3]=1.Cl.[CH3:18][N:19]1[CH2:24][CH2:23][N:22]([C:25]2[CH:30]=[C:29]([C:31]3[CH:40]=[C:39]4[C:34]([CH2:35][CH2:36][NH:37][CH2:38]4)=[CH:33][CH:32]=3)[N:28]=[C:27]([NH2:41])[N:26]=2)[CH2:21][CH2:20]1.